From a dataset of Forward reaction prediction with 1.9M reactions from USPTO patents (1976-2016). Predict the product of the given reaction. (1) Given the reactants BrC1C=CC2OC3C(=O)NC(C4CCNCC4)=NC=3C=2C=1.BrC1C=CC2OC3C(=O)NC(C4CCN(C(OC(C)(C)C)=O)CC4)=NC=3C=2C=1.[Cl:50][C:51]1[CH:52]=[CH:53][C:54]2[O:63][C:62]3[C:61](=[O:64])[NH:60][C:59]([C@@H:65]4[CH2:69][C@H:68]([F:70])[CH2:67][N:66]4C(OC(C)(C)C)=O)=[N:58][C:57]=3[C:55]=2[CH:56]=1, predict the reaction product. The product is: [Cl:50][C:51]1[CH:52]=[CH:53][C:54]2[O:63][C:62]3[C:61](=[O:64])[NH:60][C:59]([C@@H:65]4[CH2:69][C@H:68]([F:70])[CH2:67][NH:66]4)=[N:58][C:57]=3[C:55]=2[CH:56]=1. (2) Given the reactants [Cl:1][C:2]1[N:11]=[CH:10][C:9]2[NH:8][CH2:7][C@@H:6]3[CH2:12][O:13][CH2:14][CH2:15][N:5]3[C:4]=2[N:3]=1.[OH:16][CH:17]1[CH2:22][CH2:21][C:20](=O)[CH2:19][CH2:18]1.[Na], predict the reaction product. The product is: [Cl:1][C:2]1[N:11]=[CH:10][C:9]2[N:8]([CH:20]3[CH2:21][CH2:22][CH:17]([OH:16])[CH2:18][CH2:19]3)[CH2:7][C@@H:6]3[CH2:12][O:13][CH2:14][CH2:15][N:5]3[C:4]=2[N:3]=1. (3) Given the reactants [C:1]([O:9][C@@H:10]1[CH2:18][C@@H:13]2[O:14][C:15](=[O:17])[CH2:16][C@@H:12]2[C@H:11]1/[CH:19]=[CH:20]/[C:21]([OH:28])([CH3:27])[CH2:22][CH2:23][CH2:24][CH2:25][CH3:26])(=[O:8])[C:2]1[CH:7]=[CH:6][CH:5]=[CH:4][CH:3]=1.N1C=CN=C1.[CH3:34][C:35]([Si:38](Cl)([C:45]1[CH:50]=[CH:49][CH:48]=[CH:47][CH:46]=1)[C:39]1[CH:44]=[CH:43][CH:42]=[CH:41][CH:40]=1)([CH3:37])[CH3:36], predict the reaction product. The product is: [C:1]([O:9][C@@H:10]1[CH2:18][C@@H:13]2[O:14][C:15](=[O:17])[CH2:16][C@@H:12]2[C@H:11]1/[CH:19]=[CH:20]/[C:21]([O:28][Si:38]([C:35]([CH3:37])([CH3:36])[CH3:34])([C:45]1[CH:46]=[CH:47][CH:48]=[CH:49][CH:50]=1)[C:39]1[CH:44]=[CH:43][CH:42]=[CH:41][CH:40]=1)([CH3:27])[CH2:22][CH2:23][CH2:24][CH2:25][CH3:26])(=[O:8])[C:2]1[CH:3]=[CH:4][CH:5]=[CH:6][CH:7]=1. (4) Given the reactants [NH2:1][C:2]1[CH:7]=[C:6]([CH2:8][NH:9][C:10]2[CH:28]=[CH:27][CH:26]=[CH:25][C:11]=2[C:12]([NH:14][C:15]2[CH:20]=[CH:19][CH:18]=[C:17]([C:21]([F:24])([F:23])[F:22])[CH:16]=2)=[O:13])[CH:5]=[CH:4][N:3]=1.[CH2:29]([N:36]=[C:37]=[O:38])[C:30]1[CH:35]=[CH:34][CH:33]=[CH:32][CH:31]=1, predict the reaction product. The product is: [CH2:29]([NH:36][C:37](=[O:38])[NH:1][C:2]1[CH:7]=[C:6]([CH2:8][NH:9][C:10]2[CH:28]=[CH:27][CH:26]=[CH:25][C:11]=2[C:12]([NH:14][C:15]2[CH:20]=[CH:19][CH:18]=[C:17]([C:21]([F:22])([F:24])[F:23])[CH:16]=2)=[O:13])[CH:5]=[CH:4][N:3]=1)[C:30]1[CH:35]=[CH:34][CH:33]=[CH:32][CH:31]=1. (5) The product is: [NH2:7][C@@H:8]([CH2:9][CH2:10][CH2:11][CH2:12][NH:13][C:14](=[O:25])[C@@H:15]([NH2:17])[CH3:16])[C:26]([NH:27][C:28]1[CH:29]=[CH:30][C:31]([C:34]#[C:35][C:36]2[C:37]([F:45])=[C:38]([F:44])[N:39]=[C:40]([F:43])[C:41]=2[F:42])=[CH:32][CH:33]=1)=[O:46]. Given the reactants C(OC(=O)[NH:7][CH:8]([C:26](=[O:46])[NH:27][C:28]1[CH:33]=[CH:32][C:31]([C:34]#[C:35][C:36]2[C:41]([F:42])=[C:40]([F:43])[N:39]=[C:38]([F:44])[C:37]=2[F:45])=[CH:30][CH:29]=1)[CH2:9][CH2:10][CH2:11][CH2:12][NH:13][C:14](=[O:25])[CH:15]([NH:17]C(OC(C)(C)C)=O)[CH3:16])(C)(C)C.NCCCC[C@H](NC(=O)[C@@H](N)C)C(NC1C=CC(C#CC2C(F)=C(F)N=C(F)C=2F)=CC=1)=O.C(OC(=O)NCCCCC(NC(=O)C(NC(OC(C)(C)C)=O)C)C(=O)NC1C=CC(C#CC2C(F)=C(F)N=C(F)C=2F)=CC=1)(C)(C)C, predict the reaction product. (6) The product is: [Cl:10][C:9]1[C:4]([CH2:3][NH:2][C:16](=[O:17])[C:15]2[CH:19]=[CH:20][C:12]([F:11])=[CH:13][CH:14]=2)=[N:5][CH:6]=[CH:7][N:8]=1. Given the reactants Cl.[NH2:2][CH2:3][C:4]1[C:9]([Cl:10])=[N:8][CH:7]=[CH:6][N:5]=1.[F:11][C:12]1[CH:20]=[CH:19][C:15]([C:16](Cl)=[O:17])=[CH:14][CH:13]=1.CCN(C(C)C)C(C)C, predict the reaction product. (7) Given the reactants N[C@@H:2]([C:10]([OH:12])=[O:11])[CH2:3][C:4]1[CH:9]=[CH:8][CH:7]=[CH:6][CH:5]=1.[BrH:13].N([O-])=O.[Na+].C1(C)C=CC=CC=1, predict the reaction product. The product is: [Br:13][C@H:2]([CH2:3][C:4]1[CH:9]=[CH:8][CH:7]=[CH:6][CH:5]=1)[C:10]([OH:12])=[O:11]. (8) Given the reactants [Br:1][C:2]1[N:7]=[CH:6][C:5]([OH:8])=[CH:4][CH:3]=1.[Br:9][CH2:10][CH2:11]Br.O.CCOC(C)=O, predict the reaction product. The product is: [Br:1][C:2]1[CH:3]=[CH:4][C:5]([O:8][CH2:11][CH2:10][Br:9])=[CH:6][N:7]=1.